This data is from Reaction yield outcomes from USPTO patents with 853,638 reactions. The task is: Predict the reaction yield, written as a fraction of the theoretical maximum amount of product (1.0 means a 100% yield; for example, 0.34 means a 34% yield). The reactants are [S:1]1[C:5]([CH2:6][O:7][C:8]([NH:10][C@H:11]([CH2:33][C:34]2[CH:39]=[CH:38][CH:37]=[CH:36][CH:35]=2)[CH2:12][NH:13][CH2:14][C@H:15]([NH:23][C:24]([O:26][CH2:27][C:28]2[S:32][CH:31]=[N:30][CH:29]=2)=[O:25])[CH2:16][C:17]2[CH:22]=[CH:21][CH:20]=[CH:19][CH:18]=2)=[O:9])=[CH:4][N:3]=[CH:2]1.[CH3:40][CH:41]([CH3:45])[CH2:42][CH:43]=O.C(O)(=O)C.C(O[BH-](OC(=O)C)OC(=O)C)(=O)C.[Na+]. No catalyst specified. The product is [CH3:40][CH:41]([CH3:45])[CH2:42][CH2:43][N:13]([CH2:14][C@H:15]([NH:23][C:24]([O:26][CH2:27][C:28]1[S:32][CH:31]=[N:30][CH:29]=1)=[O:25])[CH2:16][C:17]1[CH:18]=[CH:19][CH:20]=[CH:21][CH:22]=1)[CH2:12][C@H:11]([NH:10][C:8]([O:7][CH2:6][C:5]1[S:1][CH:2]=[N:3][CH:4]=1)=[O:9])[CH2:33][C:34]1[CH:39]=[CH:38][CH:37]=[CH:36][CH:35]=1. The yield is 0.450.